This data is from Full USPTO retrosynthesis dataset with 1.9M reactions from patents (1976-2016). The task is: Predict the reactants needed to synthesize the given product. (1) Given the product [F:10][C:8]1[CH:7]=[CH:6][C:5]([S:11][C:12]2[C:13]([CH2:17][OH:18])=[CH:14][S:15][CH:16]=2)=[C:4]([CH2:1][OH:2])[CH:9]=1, predict the reactants needed to synthesize it. The reactants are: [C:1]([C:4]1[CH:9]=[C:8]([F:10])[CH:7]=[CH:6][C:5]=1[S:11][C:12]1[C:13]([C:17](O)=[O:18])=[CH:14][S:15][CH:16]=1)(O)=[O:2].C(C1C=CC=C([N+]([O-])=O)C=1SC1C=CC(F)=CC=1C(O)=O)(O)=O.B. (2) Given the product [CH:42]1[C:54]2[NH:53][C:52]3[C:47](=[CH:48][CH:49]=[CH:50][CH:51]=3)[C:46]=2[C:45]([O:55][CH2:56][CH:57]([OH:65])[CH2:58][N:59]2[CH2:64][CH2:63][N:62]([C:9]([C:7]3[O:8][C:4]([N+:1]([O-:3])=[O:2])=[CH:5][CH:6]=3)=[O:11])[CH2:61][CH2:60]2)=[CH:44][CH:43]=1, predict the reactants needed to synthesize it. The reactants are: [N+:1]([C:4]1[O:8][C:7]([C:9]([OH:11])=O)=[CH:6][CH:5]=1)([O-:3])=[O:2].CCN(C(C)C)C(C)C.CCN=C=NCCCN(C)C.C1C=CC2N(O)N=NC=2C=1.[CH:42]1[C:54]2[NH:53][C:52]3[C:47](=[CH:48][CH:49]=[CH:50][CH:51]=3)[C:46]=2[C:45]([O:55][CH2:56][CH:57]([OH:65])[CH2:58][N:59]2[CH2:64][CH2:63][NH:62][CH2:61][CH2:60]2)=[CH:44][CH:43]=1. (3) Given the product [CH3:1][O:2][C:3](=[O:12])[C:4]1[C:9]([O:21][C:15]2[CH:16]=[C:17]([Cl:20])[CH:18]=[CH:19][C:14]=2[Cl:13])=[CH:8][C:7]([CH3:11])=[N:6][CH:5]=1, predict the reactants needed to synthesize it. The reactants are: [CH3:1][O:2][C:3](=[O:12])[C:4]1[C:9](Cl)=[CH:8][C:7]([CH3:11])=[N:6][CH:5]=1.[Cl:13][C:14]1[CH:19]=[CH:18][C:17]([Cl:20])=[CH:16][C:15]=1[OH:21].C(=O)([O-])[O-].[K+].[K+].Cl. (4) Given the product [NH2:43][CH2:42][C:41]([NH:40][C:37]1[CH:36]=[CH:35][C:34]([C:29]2[C:28]3[C:32](=[CH:33][C:25]([F:24])=[CH:26][CH:27]=3)[NH:31][CH:30]=2)=[CH:39][N:38]=1)=[O:51], predict the reactants needed to synthesize it. The reactants are: FC1C=C2C(C(C3C=CC(N4CCC(N)CC4)=NC=3)=CN2)=CC=1.[F:24][C:25]1[CH:33]=[C:32]2[C:28]([C:29]([C:34]3[CH:35]=[CH:36][C:37]([NH:40][C:41](=[O:51])[CH2:42][NH:43]C(=O)OC(C)(C)C)=[N:38][CH:39]=3)=[CH:30][NH:31]2)=[CH:27][CH:26]=1. (5) Given the product [NH2:8][C@@H:9]1[CH2:10][CH2:11][C@H:12]([C:15]([O:17][CH3:18])=[O:16])[CH2:13][CH2:14]1, predict the reactants needed to synthesize it. The reactants are: C(OC([NH:8][C@@H:9]1[CH2:14][CH2:13][C@H:12]([C:15]([O:17][CH3:18])=[O:16])[CH2:11][CH2:10]1)=O)(C)(C)C.FC(F)(F)C(O)=O. (6) Given the product [F:1][C:2]1[CH:3]=[CH:4][C:5]([CH2:6][N:7]2[C:11]([C:12]([OH:14])=[O:13])=[C:10]([C:15]([O:17][CH3:24])=[O:16])[C:9]3[CH2:18][O:19][CH2:20][CH2:21][C:8]2=3)=[CH:22][CH:23]=1, predict the reactants needed to synthesize it. The reactants are: [F:1][C:2]1[CH:23]=[CH:22][C:5]([CH2:6][N:7]2[C:11]([C:12]([OH:14])=[O:13])=[C:10]([C:15]([OH:17])=[O:16])[C:9]3[CH2:18][O:19][CH2:20][CH2:21][C:8]2=3)=[CH:4][CH:3]=1.[C:24](OC(C(F)(F)F)=O)(C(F)(F)F)=O. (7) Given the product [F:20][C:17]1[CH:18]=[CH:19][C:14]([S:11]([NH:10][C:7]2[CH:6]=[CH:5][C:4]([C:1](=[O:3])/[CH:2]=[CH:27]/[C:26]3[CH:29]=[CH:30][C:23]([O:22][CH3:21])=[CH:24][CH:25]=3)=[CH:9][CH:8]=2)(=[O:13])=[O:12])=[CH:15][CH:16]=1, predict the reactants needed to synthesize it. The reactants are: [C:1]([C:4]1[CH:9]=[CH:8][C:7]([NH:10][S:11]([C:14]2[CH:19]=[CH:18][C:17]([F:20])=[CH:16][CH:15]=2)(=[O:13])=[O:12])=[CH:6][CH:5]=1)(=[O:3])[CH3:2].[CH3:21][O:22][C:23]1[CH:30]=[CH:29][C:26]([CH:27]=O)=[CH:25][CH:24]=1.S(=O)(=O)(O)O. (8) Given the product [Cl:1][C:2]1[CH:3]=[C:4]([CH:9]=[C:10]([C:12]2[CH:17]=[CH:16][C:15]([CH2:18][N:19]([CH3:21])[CH3:20])=[CH:14][CH:13]=2)[N:11]=1)[C:5]([NH:57][CH2:58][C:59]1[C:60](=[O:67])[NH:61][C:62]([CH3:66])=[CH:63][C:64]=1[CH3:65])=[O:7], predict the reactants needed to synthesize it. The reactants are: [Cl:1][C:2]1[CH:3]=[C:4]([CH:9]=[C:10]([C:12]2[CH:17]=[CH:16][C:15]([CH2:18][N:19]([CH3:21])[CH3:20])=[CH:14][CH:13]=2)[N:11]=1)[C:5]([O:7]C)=O.[OH-].[Na+].C1CN([P+](ON2N=NC3C=CC=CC2=3)(N2CCCC2)N2CCCC2)CC1.F[P-](F)(F)(F)(F)F.[NH2:57][CH2:58][C:59]1[C:60](=[O:67])[NH:61][C:62]([CH3:66])=[CH:63][C:64]=1[CH3:65].